This data is from Reaction yield outcomes from USPTO patents with 853,638 reactions. The task is: Predict the reaction yield, written as a fraction of the theoretical maximum amount of product (1.0 means a 100% yield; for example, 0.34 means a 34% yield). (1) The reactants are [Cl:1][C:2]1[CH:31]=[CH:30][C:5]2[C:6]3[N:15]=[C:14]([NH:16][C:17]4[CH:18]=[CH:19][C:20]([NH:23]C(=O)C(C)(C)C)=[N:21][CH:22]=4)[N:13]=[CH:12][C:7]=3[CH2:8][C:9](=[O:11])[NH:10][C:4]=2[CH:3]=1.Cl.C([O-])([O-])=O.[K+].[K+]. The product is [NH2:23][C:20]1[N:21]=[CH:22][C:17]([NH:16][C:14]2[N:13]=[CH:12][C:7]3[CH2:8][C:9](=[O:11])[NH:10][C:4]4[CH:3]=[C:2]([Cl:1])[CH:31]=[CH:30][C:5]=4[C:6]=3[N:15]=2)=[CH:18][CH:19]=1. The yield is 0.710. The catalyst is C1COCC1.CO.O. (2) The product is [CH3:5][C:4](=[N:15][S@:13]([C:10]([CH3:12])([CH3:11])[CH3:9])=[O:14])[CH2:3][C@@H:2]([CH3:1])[CH2:7][CH3:8]. The catalyst is C1COCC1.[Cl-].[Na+].O.[O-]CC.[Ti+4].[O-]CC.[O-]CC.[O-]CC. The yield is 0.630. The reactants are [CH3:1][C@@H:2]([CH2:7][CH3:8])[CH2:3][C:4](=O)[CH3:5].[CH3:9][C:10]([S@@:13]([NH2:15])=[O:14])([CH3:12])[CH3:11].